From a dataset of Full USPTO retrosynthesis dataset with 1.9M reactions from patents (1976-2016). Predict the reactants needed to synthesize the given product. Given the product [C:1]([N:4]1[C:13]2[C:8](=[CH:9][C:10]([NH:14][C:15](=[O:23])[C:16]3[CH:21]=[CH:20][C:19]([C:39]4[CH:40]=[N:41][CH:42]=[CH:43][CH:44]=4)=[CH:18][CH:17]=3)=[CH:11][CH:12]=2)[C:7]([C:25]2[CH:30]=[CH:29][CH:28]=[CH:27][CH:26]=2)([CH3:24])[CH2:6][C:5]1([CH3:32])[CH3:31])(=[O:3])[CH3:2], predict the reactants needed to synthesize it. The reactants are: [C:1]([N:4]1[C:13]2[C:8](=[CH:9][C:10]([NH:14][C:15](=[O:23])[C:16]3[CH:21]=[CH:20][C:19](I)=[CH:18][CH:17]=3)=[CH:11][CH:12]=2)[C:7]([C:25]2[CH:30]=[CH:29][CH:28]=[CH:27][CH:26]=2)([CH3:24])[CH2:6][C:5]1([CH3:32])[CH3:31])(=[O:3])[CH3:2].B1([C:39]2[CH:44]=[CH:43][CH:42]=[N:41][CH:40]=2)OCCCO1.[F-].[Cs+].C1(P(C2C=CC=CC=2)C2C=CC=CC=2)C=CC=CC=1.